From a dataset of Full USPTO retrosynthesis dataset with 1.9M reactions from patents (1976-2016). Predict the reactants needed to synthesize the given product. (1) Given the product [Cl:1][C:2]1[N:3]=[C:4]([NH:15][C:16]2[CH:17]=[CH:18][C:19]([N:22]3[CH2:27][CH2:26][N:25]([CH3:28])[CH2:24][CH2:23]3)=[CH:20][CH:21]=2)[C:5]([C:12]([NH2:14])=[O:13])=[N:6][C:7]=1[C:8]([CH3:10])=[CH2:9], predict the reactants needed to synthesize it. The reactants are: [Cl:1][C:2]1[N:3]=[C:4]([NH:15][C:16]2[CH:21]=[CH:20][C:19]([N:22]3[CH:27]=[CH:26][N:25]([CH3:28])[CH:24]=[CH:23]3)=[CH:18][CH:17]=2)[C:5]([C:12]([NH2:14])=[O:13])=[N:6][C:7]=1[C:8](O)([CH3:10])[CH3:9]. (2) Given the product [NH2:27][C:4]1[N:3]=[C:2]([C:35]2[CH:34]=[CH:33][C:30]([C:31]#[N:32])=[C:29]([F:28])[CH:36]=2)[CH:7]=[C:6]([N:8]2[CH2:13][CH2:12][O:11][CH:10]([C:14]3[NH:15][CH:16]=[C:17]([C:19]4[CH:24]=[CH:23][CH:22]=[C:21]([O:25][CH3:26])[CH:20]=4)[N:18]=3)[CH2:9]2)[N:5]=1, predict the reactants needed to synthesize it. The reactants are: Cl[C:2]1[CH:7]=[C:6]([N:8]2[CH2:13][CH2:12][O:11][CH:10]([C:14]3[NH:15][CH:16]=[C:17]([C:19]4[CH:24]=[CH:23][CH:22]=[C:21]([O:25][CH3:26])[CH:20]=4)[N:18]=3)[CH2:9]2)[N:5]=[C:4]([NH2:27])[N:3]=1.[F:28][C:29]1[CH:36]=[C:35](B2OC(C)(C)C(C)(C)O2)[CH:34]=[CH:33][C:30]=1[C:31]#[N:32].C([O-])([O-])=O.[Na+].[Na+]. (3) Given the product [Cl:1][C:2]1[CH:7]=[CH:6][C:5]([C:8]2([OH:21])[CH2:13][CH2:12][N:11]([C:14]3[N:19]=[CH:18][N:17]([CH2:53][C:54]4[S:55][C:56]([C:59]([F:62])([F:61])[F:60])=[CH:57][CH:58]=4)[C:16](=[O:20])[N:15]=3)[CH2:10][CH2:9]2)=[CH:4][CH:3]=1, predict the reactants needed to synthesize it. The reactants are: [Cl:1][C:2]1[CH:7]=[CH:6][C:5]([C:8]2([OH:21])[CH2:13][CH2:12][N:11]([C:14]3[N:19]=[CH:18][NH:17][C:16](=[O:20])[N:15]=3)[CH2:10][CH2:9]2)=[CH:4][CH:3]=1.OC1(C2C=CC=CC=2)CCN(C2N=CNC(=O)N=2)CC1.CC1C=CC(S(O[CH2:53][C:54]2[S:55][C:56]([C:59]([F:62])([F:61])[F:60])=[CH:57][CH:58]=2)(=O)=O)=CC=1.C(=O)([O-])[O-].[K+].[K+]. (4) The reactants are: [CH3:1][C:2]1[CH:7]=[CH:6][CH:5]=[CH:4][C:3]=1[CH2:8][C:9]([OH:11])=[O:10].O[C:13]1[C:20]([O:21][CH3:22])=[C:19]([O:23][CH3:24])[C:18]([N+:25]([O-:27])=[O:26])=[CH:17][C:14]=1[CH:15]=O.C1(P(Cl)(Cl)=O)C=CC=CC=1.C(N(CC)CC)C. Given the product [CH3:24][O:23][C:19]1[C:20]([O:21][CH3:22])=[C:13]2[C:14]([CH:15]=[C:8]([C:3]3[CH:4]=[CH:5][CH:6]=[CH:7][C:2]=3[CH3:1])[C:9](=[O:11])[O:10]2)=[CH:17][C:18]=1[N+:25]([O-:27])=[O:26], predict the reactants needed to synthesize it. (5) Given the product [Br:1][C:2]1[CH:9]=[CH:8][C:5]([C:6]#[N:7])=[CH:4][C:3]=1[CH2:10][N:12]1[CH2:17][CH2:16][S:15][CH2:14][CH2:13]1, predict the reactants needed to synthesize it. The reactants are: [Br:1][C:2]1[CH:9]=[CH:8][C:5]([C:6]#[N:7])=[CH:4][C:3]=1[CH2:10]Br.[NH:12]1[CH2:17][CH2:16][S:15][CH2:14][CH2:13]1.C(=O)([O-])[O-].[K+].[K+]. (6) Given the product [CH2:26]([O:28][C:29]([CH:31]1[CH2:36][CH2:35][N:34]([C:2]2[N:10]=[CH:9][N:8]=[C:7]3[C:3]=2[N:4]=[C:5]([C:18]2[CH:23]=[CH:22][C:21]([Cl:24])=[CH:20][C:19]=2[Cl:25])[N:6]3[C:11]2[CH:16]=[CH:15][C:14]([Cl:17])=[CH:13][CH:12]=2)[CH2:33][CH2:32]1)=[O:30])[CH3:27], predict the reactants needed to synthesize it. The reactants are: Cl[C:2]1[N:10]=[CH:9][N:8]=[C:7]2[C:3]=1[N:4]=[C:5]([C:18]1[CH:23]=[CH:22][C:21]([Cl:24])=[CH:20][C:19]=1[Cl:25])[N:6]2[C:11]1[CH:16]=[CH:15][C:14]([Cl:17])=[CH:13][CH:12]=1.[CH2:26]([O:28][C:29]([CH:31]1[CH2:36][CH2:35][NH:34][CH2:33][CH2:32]1)=[O:30])[CH3:27].C(N(CC)CC)C.